Dataset: NCI-60 drug combinations with 297,098 pairs across 59 cell lines. Task: Regression. Given two drug SMILES strings and cell line genomic features, predict the synergy score measuring deviation from expected non-interaction effect. (1) Drug 1: COC1=CC(=CC(=C1O)OC)C2C3C(COC3=O)C(C4=CC5=C(C=C24)OCO5)OC6C(C(C7C(O6)COC(O7)C8=CC=CS8)O)O. Drug 2: C1C(C(OC1N2C=C(C(=O)NC2=O)F)CO)O. Cell line: SF-268. Synergy scores: CSS=32.3, Synergy_ZIP=-12.1, Synergy_Bliss=-11.2, Synergy_Loewe=-10.6, Synergy_HSA=-4.21. (2) Drug 1: C1=C(C(=O)NC(=O)N1)F. Drug 2: CC1C(C(=O)NC(C(=O)N2CCCC2C(=O)N(CC(=O)N(C(C(=O)O1)C(C)C)C)C)C(C)C)NC(=O)C3=C4C(=C(C=C3)C)OC5=C(C(=O)C(=C(C5=N4)C(=O)NC6C(OC(=O)C(N(C(=O)CN(C(=O)C7CCCN7C(=O)C(NC6=O)C(C)C)C)C)C(C)C)C)N)C. Synergy scores: CSS=52.2, Synergy_ZIP=4.67, Synergy_Bliss=0.140, Synergy_Loewe=-0.0570, Synergy_HSA=-0.0392. Cell line: A549. (3) Drug 1: C1C(C(OC1N2C=NC3=C2NC=NCC3O)CO)O. Drug 2: CC1C(C(CC(O1)OC2CC(CC3=C2C(=C4C(=C3O)C(=O)C5=CC=CC=C5C4=O)O)(C(=O)C)O)N)O. Cell line: HCC-2998. Synergy scores: CSS=61.9, Synergy_ZIP=-1.84, Synergy_Bliss=-1.32, Synergy_Loewe=-47.5, Synergy_HSA=-2.29. (4) Drug 1: C1CC(=O)NC(=O)C1N2CC3=C(C2=O)C=CC=C3N. Drug 2: C1=NC2=C(N1)C(=S)N=CN2. Cell line: MALME-3M. Synergy scores: CSS=-1.04, Synergy_ZIP=-4.32, Synergy_Bliss=-11.2, Synergy_Loewe=-24.4, Synergy_HSA=-10.9.